Predict the reactants needed to synthesize the given product. From a dataset of Full USPTO retrosynthesis dataset with 1.9M reactions from patents (1976-2016). (1) The reactants are: C(OC([N:6]1[C:10]2=[N:11][CH:12]=[C:13](Br)[CH:14]=[C:9]2[CH:8]=[C:7]1[C:16]1[C:21]([F:22])=[CH:20][CH:19]=[CH:18][C:17]=1[F:23])=O)C.[CH3:24][O:25][C:26]1[CH:31]=[C:30]([O:32][CH3:33])[CH:29]=[CH:28][C:27]=1B(O)O. Given the product [F:22][C:21]1[CH:20]=[CH:19][CH:18]=[C:17]([F:23])[C:16]=1[C:7]1[NH:6][C:10]2=[N:11][CH:12]=[C:13]([C:29]3[CH:28]=[CH:27][C:26]([O:25][CH3:24])=[CH:31][C:30]=3[O:32][CH3:33])[CH:14]=[C:9]2[CH:8]=1, predict the reactants needed to synthesize it. (2) Given the product [CH3:2][O:3][C:4]1[CH:5]=[C:6]([C:12]2[C:13]([CH3:25])([CH3:24])[C:14](=[O:23])[N:15]([CH:17]3[CH2:22][CH2:21][N:20]([C:32]([C:27]4[CH:28]=[CH:29][CH:30]=[CH:31][N:26]=4)=[O:33])[CH2:19][CH2:18]3)[N:16]=2)[CH:7]=[CH:8][C:9]=1[O:10][CH3:11], predict the reactants needed to synthesize it. The reactants are: Cl.[CH3:2][O:3][C:4]1[CH:5]=[C:6]([C:12]2[C:13]([CH3:25])([CH3:24])[C:14](=[O:23])[N:15]([CH:17]3[CH2:22][CH2:21][NH:20][CH2:19][CH2:18]3)[N:16]=2)[CH:7]=[CH:8][C:9]=1[O:10][CH3:11].[N:26]1[CH:31]=[CH:30][CH:29]=[CH:28][C:27]=1[C:32](O)=[O:33]. (3) Given the product [NH2:38][C:16]1[N:17]=[C:18]([C:20]2[CH:29]=[C:28]3[C:23]([CH2:24][CH2:25][N:26]([C:30](=[O:37])[CH2:31][CH:32]4[CH2:36][CH2:35][N:34]([C:2]([O:4][CH3:5])=[O:3])[CH2:33]4)[CH2:27]3)=[CH:22][CH:21]=2)[CH:19]=[C:14]([N:11]2[CH2:10][CH2:9][N:8]([CH3:7])[CH2:13][CH2:12]2)[N:15]=1, predict the reactants needed to synthesize it. The reactants are: Cl[C:2]([O:4][CH3:5])=[O:3].Cl.[CH3:7][N:8]1[CH2:13][CH2:12][N:11]([C:14]2[CH:19]=[C:18]([C:20]3[CH:29]=[C:28]4[C:23]([CH2:24][CH2:25][N:26]([C:30](=[O:37])[CH2:31][CH:32]5[CH2:36][CH2:35][NH:34][CH2:33]5)[CH2:27]4)=[CH:22][CH:21]=3)[N:17]=[C:16]([NH2:38])[N:15]=2)[CH2:10][CH2:9]1.C(N(CC)CC)C. (4) Given the product [Cl:1][C:2]1[CH:7]=[CH:6][C:5]([C:8]([C:10]2[N:11]([CH3:21])[C:12]([S:15][CH2:16][CH2:17][N:18]([CH3:19])[CH3:20])=[N:13][CH:14]=2)=[O:9])=[CH:4][CH:3]=1, predict the reactants needed to synthesize it. The reactants are: [Cl:1][C:2]1[CH:7]=[CH:6][C:5]([CH:8]([C:10]2[N:11]([CH3:21])[C:12]([S:15][CH2:16][CH2:17][N:18]([CH3:20])[CH3:19])=[N:13][CH:14]=2)[OH:9])=[CH:4][CH:3]=1. (5) Given the product [Cl:1][C:2]1[C:3]2[C:8](=[CH:7][CH:6]=[CH:5][CH:4]=2)[C:9](/[CH:16]=[C:23](/[C:22]2[CH:26]=[CH:27][C:28]([O:29][CH3:30])=[C:20]([O:19][CH3:18])[CH:21]=2)\[C:24]#[N:25])=[C:10]2[C:15]=1[CH:14]=[CH:13][CH:12]=[CH:11]2, predict the reactants needed to synthesize it. The reactants are: [Cl:1][C:2]1[C:15]2[C:10](=[CH:11][CH:12]=[CH:13][CH:14]=2)[C:9]([CH:16]=O)=[C:8]2[C:3]=1[CH:4]=[CH:5][CH:6]=[CH:7]2.[CH3:18][O:19][C:20]1[CH:21]=[C:22]([CH:26]=[CH:27][C:28]=1[O:29][CH3:30])[CH2:23][C:24]#[N:25].